From a dataset of Reaction yield outcomes from USPTO patents with 853,638 reactions. Predict the reaction yield, written as a fraction of the theoretical maximum amount of product (1.0 means a 100% yield; for example, 0.34 means a 34% yield). (1) The reactants are Cl.[NH2:2][OH:3].[F:4][C:5]1[CH:10]=[CH:9][CH:8]=[C:7]([F:11])[C:6]=1[C:12]1[N:17]=[C:16]([C:18]([NH:20][C:21]2[CH:22]=[N:23][CH:24]=[CH:25][C:26]=2[C@H:27]2[CH2:32][C@@H:31]([NH:33]C(=O)OC(C)(C)C)[C:30](=O)[C@@H:29]([CH3:42])[CH2:28]2)=[O:19])[CH:15]=[CH:14][C:13]=1[F:43]. The catalyst is CCO.N1C=CC=CC=1. The product is [NH2:33][C@@H:31]1[CH2:32][C@H:27]([C:26]2[CH:25]=[CH:24][N:23]=[CH:22][C:21]=2[NH:20][C:18](=[O:19])[C:16]2[CH:15]=[CH:14][C:13]([F:43])=[C:12]([C:6]3[C:5]([F:4])=[CH:10][CH:9]=[CH:8][C:7]=3[F:11])[N:17]=2)[CH2:28][C@H:29]([CH3:42])/[C:30]/1=[N:2]/[OH:3]. The yield is 0.140. (2) The yield is 0.630. The catalyst is CO. The reactants are [Cl:1][C:2]1[C:3]([CH2:8][S:9][C:10]2[N:15]=[C:14]([OH:16])[CH:13]=[C:12]([C:17]([F:20])([F:19])[F:18])[N:11]=2)=[N:4][N:5]([CH3:7])[CH:6]=1.Cl.O1CCOCC1. The product is [ClH:1].[Cl:1][C:2]1[C:3]([CH2:8][S:9][C:10]2[N:15]=[C:14]([OH:16])[CH:13]=[C:12]([C:17]([F:20])([F:18])[F:19])[N:11]=2)=[N:4][N:5]([CH3:7])[CH:6]=1.